Dataset: Full USPTO retrosynthesis dataset with 1.9M reactions from patents (1976-2016). Task: Predict the reactants needed to synthesize the given product. (1) Given the product [Cl:1][C:2]1[C:3]([C:27]2[S:31][C:30]([C:32]3([O:36][CH2:37][O:38][CH3:39])[CH2:35][CH2:34][CH2:33]3)=[N:29][CH:28]=2)=[C:4]2[CH:10]=[C:9]([C:11]3[CH:12]=[N:13][N:14]([CH3:16])[CH:15]=3)[NH:8][C:5]2=[N:6][CH:7]=1, predict the reactants needed to synthesize it. The reactants are: [Cl:1][C:2]1[C:3]([C:27]2[S:31][C:30]([C:32]3([O:36][CH2:37][O:38][CH3:39])[CH2:35][CH2:34][CH2:33]3)=[N:29][CH:28]=2)=[C:4]2[CH:10]=[C:9]([C:11]3[CH:12]=[N:13][N:14]([CH3:16])[CH:15]=3)[N:8](S(C3C=CC(C)=CC=3)(=O)=O)[C:5]2=[N:6][CH:7]=1.[OH-].[Na+].Cl. (2) Given the product [NH2:13][C:7]1[N:6]=[C:5]2[C:10]([NH:11][C:3]([C:2]([F:15])([F:14])[F:1])=[N:4]2)=[C:9]([Cl:18])[N:8]=1, predict the reactants needed to synthesize it. The reactants are: [F:1][C:2]([F:15])([F:14])[C:3]1[NH:11][C:10]2[C:9](=O)[NH:8][C:7]([NH2:13])=[N:6][C:5]=2[N:4]=1.P(Cl)(Cl)([Cl:18])=O. (3) Given the product [F:1][C:2]1[CH:3]=[CH:4][C:5]([N:8]2[C:17]3[C:12](=[N:13][CH:14]=[C:15]([CH2:18][C:19]4[CH:24]=[CH:23][C:22]([F:25])=[CH:21][CH:20]=4)[CH:16]=3)[C:11]([OH:26])=[C:10]([C:27]([NH:37][CH2:36][CH2:35][O:34][CH3:33])=[O:28])[C:9]2=[O:32])=[CH:6][CH:7]=1, predict the reactants needed to synthesize it. The reactants are: [F:1][C:2]1[CH:7]=[CH:6][C:5]([N:8]2[C:17]3[C:12](=[N:13][CH:14]=[C:15]([CH2:18][C:19]4[CH:24]=[CH:23][C:22]([F:25])=[CH:21][CH:20]=4)[CH:16]=3)[C:11]([OH:26])=[C:10]([C:27](OCC)=[O:28])[C:9]2=[O:32])=[CH:4][CH:3]=1.[CH3:33][O:34][CH2:35][CH2:36][NH2:37]. (4) Given the product [Cl:1][C:2]1[CH:3]=[C:4]2[C:10]([C:11]3[N:16]=[C:15]([NH:17][C@H:18]4[CH2:23][CH2:22][CH2:21][C:20]([CH3:25])([OH:24])[CH2:19]4)[C:14]([F:26])=[CH:13][N:12]=3)=[CH:9][NH:8][C:5]2=[N:6][CH:7]=1, predict the reactants needed to synthesize it. The reactants are: [Cl:1][C:2]1[CH:3]=[C:4]2[C:10]([C:11]3[N:16]=[C:15]([NH:17][CH:18]4[CH2:23][CH2:22][CH2:21][C:20]([CH3:25])([OH:24])[CH2:19]4)[C:14]([F:26])=[CH:13][N:12]=3)=[CH:9][N:8](S(C3C=CC=CC=3)(=O)=O)[C:5]2=[N:6][CH:7]=1. (5) Given the product [C:1]([C:3]1[CH:4]=[CH:5][C:6]([N:9]2[C:13]([CH3:14])=[C:12]([CH2:15][C:16]3[CH:25]=[CH:24][C:19]([C:20]([OH:22])=[O:21])=[CH:18][CH:17]=3)[C:11]([CH3:26])=[N:10]2)=[CH:7][CH:8]=1)#[N:2], predict the reactants needed to synthesize it. The reactants are: [C:1]([C:3]1[CH:8]=[CH:7][C:6]([N:9]2[C:13]([CH3:14])=[C:12]([CH2:15][C:16]3[CH:25]=[CH:24][C:19]([C:20]([O:22]C)=[O:21])=[CH:18][CH:17]=3)[C:11]([CH3:26])=[N:10]2)=[CH:5][CH:4]=1)#[N:2].Cl.